Dataset: Forward reaction prediction with 1.9M reactions from USPTO patents (1976-2016). Task: Predict the product of the given reaction. (1) Given the reactants [O:1]=[C:2]1[C@@H:8]([NH:9][C:10](=[O:16])[O:11][C:12]([CH3:15])([CH3:14])[CH3:13])[CH2:7][O:6][C:5]2[CH:17]=[CH:18][CH:19]=[CH:20][C:4]=2[NH:3]1.N[C:22]1C=CC=C(C(OC)=O)C=1OC[C@H](NC(OC(C)(C)C)=O)C(O)=O, predict the reaction product. The product is: [CH3:22][C@H:7]1[O:6][C:5]2[CH:17]=[CH:18][CH:19]=[CH:20][C:4]=2[NH:3][C:2](=[O:1])[C@H:8]1[NH:9][C:10](=[O:16])[O:11][C:12]([CH3:15])([CH3:14])[CH3:13]. (2) Given the reactants [NH:1]1[C:9]2[C:4](=[CH:5][C:6]([NH:10][C:11]3[CH:20]=[CH:19][C:18]([Cl:21])=[CH:17][C:12]=3[C:13]([O:15][CH3:16])=[O:14])=[CH:7][CH:8]=2)[CH:3]=[CH:2]1.[F:22][C:23]1[CH:28]=[CH:27][C:26](I)=[CH:25][CH:24]=1.C(=O)([O-])[O-].[Cs+].[Cs+].C1(C)C=CC=CC=1, predict the reaction product. The product is: [Cl:21][C:18]1[CH:19]=[CH:20][C:11]([NH:10][C:6]2[CH:5]=[C:4]3[C:9](=[CH:8][CH:7]=2)[N:1]([C:26]2[CH:27]=[CH:28][C:23]([F:22])=[CH:24][CH:25]=2)[CH:2]=[CH:3]3)=[C:12]([CH:17]=1)[C:13]([O:15][CH3:16])=[O:14].